Dataset: Reaction yield outcomes from USPTO patents with 853,638 reactions. Task: Predict the reaction yield, written as a fraction of the theoretical maximum amount of product (1.0 means a 100% yield; for example, 0.34 means a 34% yield). The reactants are [N+:1]([O-:4])(O)=[O:2].C(O)(C(F)(F)F)=O.[CH3:12][C:13]1[CH:18]=[C:17]([CH3:19])[CH:16]=[CH:15][C:14]=1[B:20]([OH:22])[OH:21]. No catalyst specified. The product is [CH3:12][C:13]1[CH:18]=[C:17]([CH3:19])[C:16]([N+:1]([O-:4])=[O:2])=[CH:15][C:14]=1[B:20]([OH:21])[OH:22]. The yield is 0.470.